This data is from Peptide-MHC class I binding affinity with 185,985 pairs from IEDB/IMGT. The task is: Regression. Given a peptide amino acid sequence and an MHC pseudo amino acid sequence, predict their binding affinity value. This is MHC class I binding data. (1) The peptide sequence is EETLLTTWL. The MHC is HLA-B08:02 with pseudo-sequence HLA-B08:02. The binding affinity (normalized) is 0.0847. (2) The MHC is H-2-Db with pseudo-sequence H-2-Db. The peptide sequence is VSPVYPHGL. The binding affinity (normalized) is 0.0278.